Predict the reactants needed to synthesize the given product. From a dataset of Full USPTO retrosynthesis dataset with 1.9M reactions from patents (1976-2016). (1) Given the product [NH2:1][C:2]1[C:11]2[C:6](=[C:7]([C:25]3[CH:26]=[C:21]([F:20])[CH:22]=[CH:23][C:24]=3[F:27])[C:8]([F:12])=[CH:9][CH:10]=2)[N:5]=[N:4][C:3]=1[C:14]([NH:16][CH2:17][CH2:18][CH3:19])=[O:15], predict the reactants needed to synthesize it. The reactants are: [NH2:1][C:2]1[C:11]2[C:6](=[C:7](I)[C:8]([F:12])=[CH:9][CH:10]=2)[N:5]=[N:4][C:3]=1[C:14]([NH:16][CH2:17][CH2:18][CH3:19])=[O:15].[F:20][C:21]1[CH:26]=[CH:25][C:24]([F:27])=[CH:23][C:22]=1B(O)O. (2) Given the product [F:33][C:34]1[N:39]=[C:38]([NH:40][C:22]2[CH:21]=[C:20]([C:18]3[N:19]=[C:14]([N:11]4[CH2:12][CH2:13][NH:8][CH2:9][CH2:10]4)[C:15]4[C:30]([O:31][CH3:32])=[CH:29][N:28]=[CH:27][C:16]=4[N:17]=3)[CH:25]=[CH:24][N:23]=2)[CH:37]=[CH:36][CH:35]=1, predict the reactants needed to synthesize it. The reactants are: C(OC([N:8]1[CH2:13][CH2:12][N:11]([C:14]2[C:15]3[C:30]([O:31][CH3:32])=[CH:29][N:28]=[CH:27][C:16]=3[N:17]=[C:18]([C:20]3[CH:25]=[CH:24][N:23]=[C:22](Cl)[CH:21]=3)[N:19]=2)[CH2:10][CH2:9]1)=O)(C)(C)C.[F:33][C:34]1[N:39]=[C:38]([NH2:40])[CH:37]=[CH:36][CH:35]=1. (3) Given the product [NH2:26][C:24]1[S:25][CH:16]([C:17]2[CH:22]=[CH:21][CH:20]=[CH:19][CH:18]=2)[C:13]([C:4]2[CH:3]=[C:2]([CH3:1])[C:11]3[O:10][CH2:9][C:8](=[O:12])[NH:7][C:6]=3[CH:5]=2)=[CH:14][N:23]=1, predict the reactants needed to synthesize it. The reactants are: [CH3:1][C:2]1[C:11]2[O:10][CH2:9][C:8](=[O:12])[NH:7][C:6]=2[CH:5]=[C:4]([C:13](=[CH:16][C:17]2[CH:22]=[CH:21][CH:20]=[CH:19][CH:18]=2)[CH:14]=O)[CH:3]=1.[NH2:23][C:24]([NH2:26])=[S:25].Cl. (4) Given the product [C:1]([O:5][C:6]([N:8]1[CH2:17][C:12]([CH3:13])([CH3:16])[NH:11][CH2:10][C:9]1([CH2:18][CH3:20])[CH3:19])=[O:7])([CH3:2])([CH3:3])[CH3:4], predict the reactants needed to synthesize it. The reactants are: [C:1]([O:5][C:6]([N:8]1[CH2:17][C:12]2([CH2:16]CC[CH2:13]2)[NH:11][CH2:10][C:9]1([CH3:19])[CH3:18])=[O:7])([CH3:4])([CH3:3])[CH3:2].[CH3:20]C(N)(CC)CN.CC(C)(O)C#N. (5) Given the product [Na+:39].[CH3:1][O:2][C:3]1[CH:4]=[CH:5][C:6]([C:9]2[C:17]3[C:16]([NH:18][C:19]4[CH:20]=[C:21](/[CH:25]=[CH:26]/[C:27]([O-:29])=[O:28])[CH:22]=[CH:23][CH:24]=4)=[N:15][CH:14]=[N:13][C:12]=3[O:11][C:10]=2[C:30]2[CH:35]=[CH:34][CH:33]=[CH:32][CH:31]=2)=[CH:7][CH:8]=1, predict the reactants needed to synthesize it. The reactants are: [CH3:1][O:2][C:3]1[CH:8]=[CH:7][C:6]([C:9]2[C:17]3[C:16]([NH:18][C:19]4[CH:20]=[C:21](/[CH:25]=[CH:26]/[C:27]([OH:29])=[O:28])[CH:22]=[CH:23][CH:24]=4)=[N:15][CH:14]=[N:13][C:12]=3[O:11][C:10]=2[C:30]2[CH:35]=[CH:34][CH:33]=[CH:32][CH:31]=2)=[CH:5][CH:4]=1.CO.[OH-].[Na+:39]. (6) Given the product [Cl:11][C:12]1([C:13]#[N:14])[CH2:15][CH:3]2[CH2:4][CH:5]([CH:8]([CH3:10])[CH3:9])[CH:6]1[CH:7]=[C:2]2[CH3:1], predict the reactants needed to synthesize it. The reactants are: [CH3:1][C:2]1[CH:7]=[CH:6][C@@H:5]([CH:8]([CH3:10])[CH3:9])[CH2:4][CH:3]=1.[Cl:11][C:12](=[CH2:15])[C:13]#[N:14].